Dataset: Peptide-MHC class I binding affinity with 185,985 pairs from IEDB/IMGT. Task: Regression. Given a peptide amino acid sequence and an MHC pseudo amino acid sequence, predict their binding affinity value. This is MHC class I binding data. (1) The peptide sequence is RYPLTFGW. The binding affinity (normalized) is 0.319. The MHC is HLA-A31:01 with pseudo-sequence HLA-A31:01. (2) The peptide sequence is KTRMEDYYL. The MHC is HLA-B46:01 with pseudo-sequence HLA-B46:01. The binding affinity (normalized) is 0.0847. (3) The peptide sequence is DYDCVSFCY. The MHC is HLA-A01:01 with pseudo-sequence HLA-A01:01. The binding affinity (normalized) is 0. (4) The peptide sequence is KELNIGRTF. The MHC is HLA-B58:01 with pseudo-sequence HLA-B58:01. The binding affinity (normalized) is 0.0847.